This data is from Peptide-MHC class I binding affinity with 185,985 pairs from IEDB/IMGT. The task is: Regression. Given a peptide amino acid sequence and an MHC pseudo amino acid sequence, predict their binding affinity value. This is MHC class I binding data. The peptide sequence is YTKVVPLVY. The MHC is Mamu-A02 with pseudo-sequence Mamu-A02. The binding affinity (normalized) is 0.903.